From a dataset of Peptide-MHC class I binding affinity with 185,985 pairs from IEDB/IMGT. Regression. Given a peptide amino acid sequence and an MHC pseudo amino acid sequence, predict their binding affinity value. This is MHC class I binding data. (1) The peptide sequence is IYQARFMKY. The MHC is HLA-A02:11 with pseudo-sequence HLA-A02:11. The binding affinity (normalized) is 0.267. (2) The peptide sequence is KPTGSAVV. The MHC is HLA-B18:01 with pseudo-sequence HLA-B18:01. The binding affinity (normalized) is 0.